From a dataset of Forward reaction prediction with 1.9M reactions from USPTO patents (1976-2016). Predict the product of the given reaction. (1) The product is: [CH3:22][O:21][C:10]1[CH:11]=[C:12]([C:17]([F:19])([F:20])[F:18])[CH:13]=[C:14]([S:15][CH3:16])[C:9]=1[C:8]([NH:7][CH:3]1[CH2:4][CH2:5][CH2:6][CH:2]1[NH:1][CH:27]1[CH2:28][CH2:29][O:24][CH2:25][CH2:26]1)=[O:23]. Given the reactants [NH2:1][CH:2]1[CH2:6][CH2:5][CH2:4][CH:3]1[NH:7][C:8](=[O:23])[C:9]1[C:14]([S:15][CH3:16])=[CH:13][C:12]([C:17]([F:20])([F:19])[F:18])=[CH:11][C:10]=1[O:21][CH3:22].[O:24]1[CH2:29][CH2:28][C:27](=O)[CH2:26][CH2:25]1, predict the reaction product. (2) The product is: [Br:1][C:2]1[CH:10]=[C:9]2[C:5]([C:6]([CH2:19][OH:22])([CH2:27][OH:28])[C:7](=[O:18])[N:8]2[C:11]([O:13][C:14]([CH3:15])([CH3:17])[CH3:16])=[O:12])=[CH:4][CH:3]=1. Given the reactants [Br:1][C:2]1[CH:10]=[C:9]2[C:5]([CH2:6][C:7](=[O:18])[N:8]2[C:11]([O:13][C:14]([CH3:17])([CH3:16])[CH3:15])=[O:12])=[CH:4][CH:3]=1.[C:19](=[O:22])([O-])[O-].[K+].[K+].C=O.[C:27]([O-])(O)=[O:28].[Na+], predict the reaction product. (3) Given the reactants [Cl:1][C:2]1[CH:3]=[C:4]([NH2:17])[CH:5]=[CH:6][C:7]=1[O:8][CH2:9][C:10]1[CH:15]=[CH:14][CH:13]=[C:12](C)[N:11]=1.Cl[C:19]1[C:28]2[C:23](=[CH:24][CH:25]=[C:26]([I:29])[CH:27]=2)[N:22]=[CH:21][N:20]=1, predict the reaction product. The product is: [ClH:1].[Cl:1][C:2]1[CH:3]=[C:4]([NH:17][C:19]2[C:28]3[C:23](=[CH:24][CH:25]=[C:26]([I:29])[CH:27]=3)[N:22]=[CH:21][N:20]=2)[CH:5]=[CH:6][C:7]=1[O:8][CH2:9][C:10]1[CH:15]=[CH:14][CH:13]=[CH:12][N:11]=1. (4) Given the reactants [O:1]([C:8]1[CH:9]=[C:10]([CH:12]=[CH:13][CH:14]=1)[NH2:11])[C:2]1[CH:7]=[CH:6][CH:5]=[CH:4][CH:3]=1.C(OC([N:22]1[CH2:28][CH2:27][CH2:26][C@@H:23]1[CH:24]=O)=O)(C)(C)C.C(O[BH-](OC(=O)C)OC(=O)C)(=O)C.[Na+].FC(F)(F)C(O)=O.[OH-].[Na+], predict the reaction product. The product is: [O:1]([C:8]1[CH:9]=[C:10]([NH:11][CH2:24][C@H:23]2[CH2:26][CH2:27][CH2:28][NH:22]2)[CH:12]=[CH:13][CH:14]=1)[C:2]1[CH:3]=[CH:4][CH:5]=[CH:6][CH:7]=1. (5) Given the reactants CON(C)[C:4](=[O:32])[CH2:5][CH2:6][CH2:7][CH2:8][CH2:9][CH2:10][CH2:11][CH2:12][CH2:13][CH2:14][CH2:15][N:16]1[C:28]2[C:27]3[CH:26]=[CH:25][CH:24]=[CH:23][C:22]=3[N:21]=[CH:20][C:19]=2[N:18]=[C:17]1[CH2:29][CH2:30][CH3:31].[C:34]1([Mg]Br)[CH:39]=[CH:38][CH:37]=[CH:36][CH:35]=1, predict the reaction product. The product is: [C:34]1([C:4](=[O:32])[CH2:5][CH2:6][CH2:7][CH2:8][CH2:9][CH2:10][CH2:11][CH2:12][CH2:13][CH2:14][CH2:15][N:16]2[C:28]3[C:27]4[CH:26]=[CH:25][CH:24]=[CH:23][C:22]=4[N:21]=[CH:20][C:19]=3[N:18]=[C:17]2[CH2:29][CH2:30][CH3:31])[CH:39]=[CH:38][CH:37]=[CH:36][CH:35]=1. (6) Given the reactants Cl[C:2]1[N:7]=[CH:6][C:5]([CH2:8][C:9]2[CH:10]=[C:11]3[C:16](=[C:17]4[N:22]([CH3:23])[CH2:21][CH:20]=[CH:19][C:18]=24)[N:15]=[CH:14][N:13]([C@H:24]2[CH2:29][CH2:28][CH2:27][CH2:26][C@@H:25]2[OH:30])[C:12]3=[O:31])=[CH:4][CH:3]=1.[CH3:32][S-:33].[Na+], predict the reaction product. The product is: [OH:30][C@H:25]1[CH2:26][CH2:27][CH2:28][CH2:29][C@@H:24]1[N:13]1[C:12](=[O:31])[C:11]2[C:16](=[C:17]3[N:22]([CH3:23])[CH2:21][CH:20]=[CH:19][C:18]3=[C:9]([CH2:8][C:5]3[C:6]([S:33][CH3:32])=[N:7][CH:2]=[CH:3][CH:4]=3)[CH:10]=2)[N:15]=[CH:14]1.